Dataset: Reaction yield outcomes from USPTO patents with 853,638 reactions. Task: Predict the reaction yield, written as a fraction of the theoretical maximum amount of product (1.0 means a 100% yield; for example, 0.34 means a 34% yield). (1) The reactants are C([O-])([O-])=O.[K+].[K+].[CH2:7](Br)[CH:8]=[CH2:9].[CH2:11]([C:14]1[C:15]([Cl:24])=[C:16]([CH:19]=[C:20]([Br:23])[C:21]=1[SH:22])[C:17]#[N:18])[CH:12]=[CH2:13]. The catalyst is CC#N. The product is [CH2:11]([C:14]1[C:15]([Cl:24])=[C:16]([CH:19]=[C:20]([Br:23])[C:21]=1[S:22][CH2:9][CH:8]=[CH2:7])[C:17]#[N:18])[CH:12]=[CH2:13]. The yield is 0.777. (2) The product is [F:14][C:15]1[CH:16]=[C:17]([N:70]([C:67]2[CH:66]=[CH:65][C:64]([F:63])=[CH:69][CH:68]=2)[C:71]([C:73]2([C:76]([NH2:13])=[O:78])[CH2:74][CH2:75]2)=[O:72])[CH:18]=[CH:19][C:20]=1[O:21][C:22]1[CH:27]=[CH:26][N:25]=[C:24]2[CH:28]=[C:29]([C:31]3[N:32]=[CH:33][N:34]([CH3:36])[CH:35]=3)[S:30][C:23]=12. The yield is 0.240. The reactants are CCCCCCCCCCCC[NH2:13].[F:14][C:15]1[CH:16]=[C:17](NC(=O)CC(NC2C=CC=CC=2)=O)[CH:18]=[CH:19][C:20]=1[O:21][C:22]1[CH:27]=[CH:26][N:25]=[C:24]2[CH:28]=[C:29]([C:31]3[N:32]=[CH:33][N:34]([CH3:36])[CH:35]=3)[S:30][C:23]=12.O=C(NC1C=CC=CC=1)CC(O)=O.[F:63][C:64]1[CH:69]=[CH:68][C:67]([NH:70][C:71]([C:73]2([C:76]([OH:78])=O)[CH2:75][CH2:74]2)=[O:72])=[CH:66][CH:65]=1. No catalyst specified. (3) The reactants are [N+:1]([C:4]1[CH:5]=[C:6]([CH3:11])[C:7]([CH3:10])=[CH:8][CH:9]=1)([O-:3])=[O:2].C1C(=O)N(Br)C(=O)C1.C(OOC(=O)C1C=CC=CC=1)(=O)C1C=CC=CC=1.C([O-])([O-])=O.[Na+].[Na+].[CH2:44]([NH2:51])[C:45]1[CH:50]=[CH:49][CH:48]=[CH:47][CH:46]=1. The catalyst is CC(C)=O.O.C(Cl)(Cl)(Cl)Cl. The product is [CH2:44]([N:51]1[CH2:11][C:6]2[C:7](=[CH:8][CH:9]=[C:4]([N+:1]([O-:3])=[O:2])[CH:5]=2)[CH2:10]1)[C:45]1[CH:50]=[CH:49][CH:48]=[CH:47][CH:46]=1. The yield is 0.330. (4) The reactants are [Br:1][CH2:2][CH2:3][CH2:4][CH2:5]Br.[H-].[Na+].[CH:9]1[C:21]2[NH:20][C:19]3[C:14](=[CH:15][CH:16]=[CH:17][CH:18]=3)[C:13]=2[CH:12]=[CH:11][CH:10]=1. The catalyst is CN(C=O)C. The product is [Br:1][CH2:2][CH2:3][CH2:4][CH2:5][N:20]1[C:21]2[CH:9]=[CH:10][CH:11]=[CH:12][C:13]=2[C:14]2[C:19]1=[CH:18][CH:17]=[CH:16][CH:15]=2. The yield is 0.620. (5) The reactants are [CH3:1][NH:2][CH2:3][CH2:4][CH:5]([C:7]1[CH:12]=[CH:11][CH:10]=[CH:9][CH:8]=1)[OH:6].[CH3:25][C:24]([O:23][C:21](O[C:21]([O:23][C:24]([CH3:27])([CH3:26])[CH3:25])=[O:22])=[O:22])([CH3:27])[CH3:26]. The catalyst is C1COCC1. The product is [OH:6][CH:5]([C:7]1[CH:12]=[CH:11][CH:10]=[CH:9][CH:8]=1)[CH2:4][CH2:3][N:2]([CH3:1])[C:21](=[O:22])[O:23][C:24]([CH3:25])([CH3:26])[CH3:27]. The yield is 0.970. (6) The reactants are C(=O)([O-])[O-].[K+].[K+].[CH2:7](I)[CH3:8].[NH:10]1[CH:14]=[C:13]([C:15]([O:17][CH2:18][CH3:19])=[O:16])[CH:12]=[N:11]1.O. The catalyst is CN(C)C=O. The product is [CH2:7]([N:10]1[CH:14]=[C:13]([C:15]([O:17][CH2:18][CH3:19])=[O:16])[CH:12]=[N:11]1)[CH3:8]. The yield is 0.889. (7) The reactants are [Br:1][C:2]1[CH:10]=[C:6]([C:7]([OH:9])=O)[C:5]([OH:11])=[CH:4][CH:3]=1.[CH3:12][O:13][C:14](=[O:28])[CH2:15][C:16]1[S:20][C:19]([NH2:21])=[N:18][C:17]=1[C:22]1[CH:27]=[CH:26][CH:25]=[CH:24][CH:23]=1. No catalyst specified. The product is [CH3:12][O:13][C:14](=[O:28])[CH2:15][C:16]1[S:20][C:19]([NH:21][C:7](=[O:9])[C:6]2[CH:10]=[C:2]([Br:1])[CH:3]=[CH:4][C:5]=2[OH:11])=[N:18][C:17]=1[C:22]1[CH:27]=[CH:26][CH:25]=[CH:24][CH:23]=1. The yield is 0.321. (8) The reactants are Cl[CH:2]([C:6](=[O:8])[CH3:7])[C:3](=O)[CH3:4].[C:9]([NH:12][C:13](=[O:22])[C:14]1[C:19]([F:20])=[CH:18][CH:17]=[CH:16][C:15]=1[F:21])(=[S:11])[NH2:10].C([O-])([O-])=O.[K+].[K+]. The product is [C:6]([C:2]1[S:11][C:9]([NH:12][C:13](=[O:22])[C:14]2[C:19]([F:20])=[CH:18][CH:17]=[CH:16][C:15]=2[F:21])=[N:10][C:3]=1[CH3:4])(=[O:8])[CH3:7]. The catalyst is CO. The yield is 0.710. (9) The reactants are [CH3:1][N:2]1[CH:11]=[CH:10][C:9]2[C:4](=[CH:5][CH:6]=[C:7]([CH3:12])[CH:8]=2)[C:3]1=[O:13].[Br:14]Br. The catalyst is C(O)(=O)C. The product is [Br:14][C:10]1[C:9]2[C:4](=[CH:5][CH:6]=[C:7]([CH3:12])[CH:8]=2)[C:3](=[O:13])[N:2]([CH3:1])[CH:11]=1. The yield is 0.829.